This data is from Forward reaction prediction with 1.9M reactions from USPTO patents (1976-2016). The task is: Predict the product of the given reaction. Given the reactants [Na].Cl[C:3]1[CH:8]=[C:7]([C:9]([C:11]2[CH:20]=[C:19]([CH3:21])[C:14]3[NH:15][C:16](=[O:18])[O:17][C:13]=3[CH:12]=2)=[O:10])[CH:6]=[C:5]([Cl:22])[N:4]=1.[CH3:23][OH:24], predict the reaction product. The product is: [Cl:22][C:5]1[CH:6]=[C:7]([C:9]([C:11]2[CH:20]=[C:19]([CH3:21])[C:14]3[NH:15][C:16](=[O:18])[O:17][C:13]=3[CH:12]=2)=[O:10])[CH:8]=[C:3]([O:24][CH3:23])[N:4]=1.